This data is from Experimentally validated miRNA-target interactions with 360,000+ pairs, plus equal number of negative samples. The task is: Binary Classification. Given a miRNA mature sequence and a target amino acid sequence, predict their likelihood of interaction. The miRNA is mmu-miR-199b-3p with sequence ACAGUAGUCUGCACAUUGGUUA. The protein sequence of the target gene is MQRRGAGLGWPRQQQQQPPPLAVGPRAAAMVPSGGVPQGLGGRSACALLLLCYLNVVPSLGRQTSLTTSVIPKAEQSVAYKDFIYFTVFEGNVRNVSEVSVEYLCSQPCVVNLEAVVSSEFRSSIPVYKKRWKNEKHLHTSRTQIVHVKFPSIMVYRDDYFIRHSISVSAVIVRAWITHKYSGRDWNVKWEENLLHAVAKNYTLLQTIPPFERPFKDHQVCLEWNMGYIWNLRANRIPQCPLENDVVALLGFPYASSGENTGIVKKFPRFRNRELEATRRQRMDYPVFTVSLWLYLLHYC.... Result: 0 (no interaction).